Dataset: Peptide-MHC class I binding affinity with 185,985 pairs from IEDB/IMGT. Task: Regression. Given a peptide amino acid sequence and an MHC pseudo amino acid sequence, predict their binding affinity value. This is MHC class I binding data. (1) The peptide sequence is REFPTAFEF. The MHC is Mamu-B3901 with pseudo-sequence Mamu-B3901. The binding affinity (normalized) is 0.272. (2) The peptide sequence is WIEFTNFKV. The MHC is HLA-A01:01 with pseudo-sequence HLA-A01:01. The binding affinity (normalized) is 0. (3) The peptide sequence is AQIDNYNKF. The MHC is Mamu-B52 with pseudo-sequence Mamu-B52. The binding affinity (normalized) is 0.0490. (4) The peptide sequence is ISPRTLNAW. The MHC is HLA-B57:03 with pseudo-sequence HLA-B57:03. The binding affinity (normalized) is 0.778. (5) The peptide sequence is VLIRRCHYL. The MHC is HLA-A02:12 with pseudo-sequence HLA-A02:12. The binding affinity (normalized) is 0.744. (6) The peptide sequence is FLLVAHYAI. The MHC is HLA-A02:01 with pseudo-sequence HLA-A02:01. The binding affinity (normalized) is 0.744. (7) The peptide sequence is TMEAMRIMGI. The MHC is HLA-A02:02 with pseudo-sequence HLA-A02:02. The binding affinity (normalized) is 0.545. (8) The peptide sequence is YHLGGIEGL. The MHC is HLA-B46:01 with pseudo-sequence HLA-B46:01. The binding affinity (normalized) is 0.0847.